This data is from Forward reaction prediction with 1.9M reactions from USPTO patents (1976-2016). The task is: Predict the product of the given reaction. (1) Given the reactants [CH3:1][O:2][C:3]1[CH:8]=[C:7]([N+:9]([O-:11])=[O:10])[CH:6]=[CH:5][C:4]=1[O-:12].[K+].[O:14]1[C:16]([CH3:18])([CH3:17])[CH2:15]1, predict the reaction product. The product is: [CH3:1][O:2][C:3]1[CH:8]=[C:7]([N+:9]([O-:11])=[O:10])[CH:6]=[CH:5][C:4]=1[O:12][CH2:15][C:16]([CH3:18])([OH:14])[CH3:17]. (2) Given the reactants [NH2:1][C:2]1[N:3]=[C:4]([SH:18])[C:5]2[N:10]=[C:9]([C:11]3[CH:16]=[CH:15][C:14]([F:17])=[CH:13][CH:12]=3)[S:8][C:6]=2[N:7]=1.[CH2:19](N(CC)CC)C.IC.O, predict the reaction product. The product is: [F:17][C:14]1[CH:13]=[CH:12][C:11]([C:9]2[S:8][C:6]3[N:7]=[C:2]([NH2:1])[N:3]=[C:4]([S:18][CH3:19])[C:5]=3[N:10]=2)=[CH:16][CH:15]=1. (3) Given the reactants [CH2:1]1[C@H:5]2[CH2:6][CH2:7][NH:8][CH2:9][CH2:10][C@H:4]2[CH2:3][N:2]1[C:11]([O:13][C:14]([CH3:17])([CH3:16])[CH3:15])=[O:12].[F:18][C:19]([F:33])([F:32])[O:20][C:21]1[CH:22]=[C:23](/[CH:27]=[CH:28]/[C:29](O)=[O:30])[CH:24]=[CH:25][CH:26]=1.C(N(C(C)C)C(C)C)C.F[P-](F)(F)(F)(F)F.N1(OC(N(C)C)=[N+](C)C)C2N=CC=CC=2N=N1, predict the reaction product. The product is: [F:18][C:19]([F:32])([F:33])[O:20][C:21]1[CH:22]=[C:23](/[CH:27]=[CH:28]/[C:29]([N:8]2[CH2:7][CH2:6][C@H:5]3[CH2:1][N:2]([C:11]([O:13][C:14]([CH3:17])([CH3:16])[CH3:15])=[O:12])[CH2:3][C@H:4]3[CH2:10][CH2:9]2)=[O:30])[CH:24]=[CH:25][CH:26]=1. (4) Given the reactants [CH2:1]([C:8]1[CH:9]=[N:10][C:11]2[C:16]([C:17]=1[C:18]1[CH:19]=[C:20]([NH2:24])[CH:21]=[CH:22][CH:23]=1)=[CH:15][CH:14]=[CH:13][C:12]=2[C:25]([F:28])([F:27])[F:26])[C:2]1[CH:7]=[CH:6][CH:5]=[CH:4][CH:3]=1.[F:29][C:30]1[C:31]([OH:38])=[C:32]([CH:35]=[CH:36][CH:37]=1)[CH:33]=O, predict the reaction product. The product is: [CH2:1]([C:8]1[CH:9]=[N:10][C:11]2[C:16]([C:17]=1[C:18]1[CH:19]=[C:20]([NH:24][CH2:33][C:32]3[CH:35]=[CH:36][CH:37]=[C:30]([F:29])[C:31]=3[OH:38])[CH:21]=[CH:22][CH:23]=1)=[CH:15][CH:14]=[CH:13][C:12]=2[C:25]([F:28])([F:26])[F:27])[C:2]1[CH:3]=[CH:4][CH:5]=[CH:6][CH:7]=1. (5) Given the reactants [CH3:1][O:2][C:3]1[CH:8]=[C:7]([N+:9]([O-])=O)[CH:6]=[C:5]([O:12][CH2:13][CH2:14][O:15][CH2:16][CH2:17][O:18][CH3:19])[CH:4]=1, predict the reaction product. The product is: [CH3:1][O:2][C:3]1[CH:8]=[C:7]([CH:6]=[C:5]([O:12][CH2:13][CH2:14][O:15][CH2:16][CH2:17][O:18][CH3:19])[CH:4]=1)[NH2:9].